From a dataset of Forward reaction prediction with 1.9M reactions from USPTO patents (1976-2016). Predict the product of the given reaction. (1) Given the reactants [C:1]([C:5]1[C:6]([NH2:14])=[N:7][N:8]2[CH:13]=[CH:12][CH:11]=[N:10][C:9]=12)([CH3:4])([CH3:3])[CH3:2].[CH3:15][C:16]([CH3:23])([CH3:22])[CH2:17][CH2:18][C:19](O)=[O:20], predict the reaction product. The product is: [C:1]([C:5]1[C:6]([NH:14][C:19](=[O:20])[CH2:18][CH2:17][C:16]([CH3:23])([CH3:22])[CH3:15])=[N:7][N:8]2[CH:13]=[CH:12][CH:11]=[N:10][C:9]=12)([CH3:4])([CH3:2])[CH3:3]. (2) The product is: [Cl:1][C:2]1[CH:7]=[CH:6][C:5]([NH:8][C:9]2[S:10][CH:11]=[CH:12][N:13]=2)=[CH:4][C:3]=1[O:14][CH:18]([CH:17]=[C:16]([CH3:21])[CH3:15])[CH3:19]. Given the reactants [Cl:1][C:2]1[CH:7]=[CH:6][C:5]([NH:8][C:9]2[S:10][CH:11]=[CH:12][N:13]=2)=[CH:4][C:3]=1[OH:14].[CH3:15][C:16]([CH3:21])=[CH:17][CH:18](O)[CH3:19].C1C=CC(P(C2C=CC=CC=2)C2C=CC=CC=2)=CC=1.CCOC(/N=N/C(OCC)=O)=O, predict the reaction product. (3) The product is: [Cl:21][C:22]1[CH:28]=[C:27]([Cl:29])[CH:26]=[CH:25][C:23]=1[NH:24][C:2]1[C:3]2[CH2:13][N:12]([C:14]([O:16][C:17]([CH3:20])([CH3:19])[CH3:18])=[O:15])[CH2:11][CH2:10][C:4]=2[N:5]=[C:6]([S:8][CH3:9])[N:7]=1. Given the reactants Cl[C:2]1[C:3]2[CH2:13][N:12]([C:14]([O:16][C:17]([CH3:20])([CH3:19])[CH3:18])=[O:15])[CH2:11][CH2:10][C:4]=2[N:5]=[C:6]([S:8][CH3:9])[N:7]=1.[Cl:21][C:22]1[CH:28]=[C:27]([Cl:29])[CH:26]=[CH:25][C:23]=1[NH2:24].C[Si]([N-][Si](C)(C)C)(C)C.[Na+], predict the reaction product. (4) The product is: [CH3:1][CH:2]1[C:7]2[NH:26][C:22](=[O:25])[CH:23]=[CH:24][C:6]=2[CH2:5][N:4]([C:9]([O:11][C:12]([CH3:15])([CH3:14])[CH3:13])=[O:10])[CH2:3]1. Given the reactants [CH3:1][CH:2]1[C:7](=O)[CH2:6][CH2:5][N:4]([C:9]([O:11][C:12]([CH3:15])([CH3:14])[CH3:13])=[O:10])[CH2:3]1.N1CCCC1.O.[C:22]([NH2:26])(=[O:25])[C:23]#[CH:24], predict the reaction product.